From a dataset of Reaction yield outcomes from USPTO patents with 853,638 reactions. Predict the reaction yield, written as a fraction of the theoretical maximum amount of product (1.0 means a 100% yield; for example, 0.34 means a 34% yield). The reactants are [OH:1][CH2:2][C:3]([NH:6][C:7](=[O:14])[C:8]1[CH:13]=[CH:12][CH:11]=[CH:10][CH:9]=1)([CH3:5])[CH3:4].[N+:15]([C:18]1[CH:25]=[CH:24][CH:23]=[C:22]([N+]([O-])=O)[C:19]=1[C:20]#[N:21])([O-:17])=[O:16]. No catalyst specified. The product is [C:20]([C:19]1[C:18]([N+:15]([O-:17])=[O:16])=[CH:25][CH:24]=[CH:23][C:22]=1[O:1][CH2:2][C:3]([NH:6][C:7](=[O:14])[C:8]1[CH:13]=[CH:12][CH:11]=[CH:10][CH:9]=1)([CH3:5])[CH3:4])#[N:21]. The yield is 0.910.